Dataset: Reaction yield outcomes from USPTO patents with 853,638 reactions. Task: Predict the reaction yield, written as a fraction of the theoretical maximum amount of product (1.0 means a 100% yield; for example, 0.34 means a 34% yield). (1) The reactants are [CH3:1][O:2][C:3]1[CH:4]=[C:5]([CH:7]=[CH:8][C:9]=1[O:10][CH2:11][CH2:12][N:13]1[CH2:17][CH2:16][CH2:15][CH2:14]1)[NH2:6].C(N(CC)CC)C.[Cl:25][C:26]1[CH:34]=[CH:33][C:29]([C:30](Cl)=[O:31])=[C:28]([N+:35]([O-:37])=[O:36])[CH:27]=1. The catalyst is C(Cl)Cl. The product is [Cl:25][C:26]1[CH:34]=[CH:33][C:29]([C:30]([NH:6][C:5]2[CH:7]=[CH:8][C:9]([O:10][CH2:11][CH2:12][N:13]3[CH2:17][CH2:16][CH2:15][CH2:14]3)=[C:3]([O:2][CH3:1])[CH:4]=2)=[O:31])=[C:28]([N+:35]([O-:37])=[O:36])[CH:27]=1. The yield is 0.690. (2) The reactants are Br[C:2]1[CH:3]=[C:4]([O:8][CH3:9])[CH:5]=[N:6][CH:7]=1.BrC1C=CC(Br)=CN=1.C[O-].[Na+].[C:21]([O-])(O)=[O:22].[Na+]. The catalyst is CO. The product is [CH3:9][O:8][C:4]1[CH:3]=[C:2]([CH:21]=[O:22])[CH:7]=[N:6][CH:5]=1. The yield is 0.610. (3) The reactants are [CH3:1][C:2]1[S:6][C:5]([NH:7][C:8](=[O:14])[O:9][C:10]([CH3:13])([CH3:12])[CH3:11])=[CH:4][CH:3]=1.CC1SC(C(O)=O)=CC=1.[Br:24]Br.[OH-].[Na+]. The catalyst is CO.O. The product is [Br:24][C:4]1[CH:3]=[C:2]([CH3:1])[S:6][C:5]=1[NH:7][C:8](=[O:14])[O:9][C:10]([CH3:11])([CH3:13])[CH3:12]. The yield is 0.650.